This data is from Forward reaction prediction with 1.9M reactions from USPTO patents (1976-2016). The task is: Predict the product of the given reaction. (1) Given the reactants Cl[C:2]1[C:11]2[C:6](=[C:7]([Cl:12])[CH:8]=[CH:9][CH:10]=2)[N:5]=[CH:4][C:3]=1[C:13](=[O:15])[CH3:14].C(=O)([O-])[O-].[K+].[K+].[NH:22]1[C:26](B(O)O)=[CH:25][CH:24]=[N:23]1, predict the reaction product. The product is: [Cl:12][C:7]1[CH:8]=[CH:9][CH:10]=[C:11]2[C:6]=1[N:5]=[CH:4][C:3]([C:13](=[O:15])[CH3:14])=[C:2]2[C:24]1[NH:23][N:22]=[CH:26][CH:25]=1. (2) Given the reactants [CH3:1][C:2]1[CH:3]=[C:4]([C:19]2[S:23][C:22]([C:24]3([OH:30])[CH2:29][CH2:28][S:27][CH2:26][CH2:25]3)=[N:21][CH:20]=2)[CH:5]=[C:6]([NH:8][C:9]2[N:14]=[C:13]([C:15]([F:18])([F:17])[F:16])[CH:12]=[CH:11][N:10]=2)[CH:7]=1.C(Cl)Cl.CO.[OH2:36].[OH2:37].O.O.O.O.C(O[O-])(=O)C1C(=CC=CC=1)C([O-])=O.[Mg+2], predict the reaction product. The product is: [CH3:1][C:2]1[CH:3]=[C:4]([C:19]2[S:23][C:22]([C:24]3([OH:30])[CH2:25][CH2:26][S:27](=[O:37])(=[O:36])[CH2:28][CH2:29]3)=[N:21][CH:20]=2)[CH:5]=[C:6]([NH:8][C:9]2[N:14]=[C:13]([C:15]([F:18])([F:17])[F:16])[CH:12]=[CH:11][N:10]=2)[CH:7]=1. (3) The product is: [Br:1][C:2]1[CH:3]=[C:4]2[C:8](=[C:9]([C:11]([O:13][CH2:14][CH3:15])=[O:12])[CH:10]=1)[N:7]([C:24]([O:26][C:27]([CH3:30])([CH3:29])[CH3:28])=[O:25])[CH:6]=[C:5]2[CH:16]1[CH2:21][CH2:20][S:19][C:18]([CH3:22])([CH3:23])[CH2:17]1. Given the reactants [Br:1][C:2]1[CH:3]=[C:4]2[C:8](=[C:9]([C:11]([O:13][CH2:14][CH3:15])=[O:12])[CH:10]=1)[NH:7][CH:6]=[C:5]2[CH:16]1[CH2:21][CH2:20][S:19][C:18]([CH3:23])([CH3:22])[CH2:17]1.[C:24](O[C:24]([O:26][C:27]([CH3:30])([CH3:29])[CH3:28])=[O:25])([O:26][C:27]([CH3:30])([CH3:29])[CH3:28])=[O:25], predict the reaction product.